Dataset: Peptide-MHC class II binding affinity with 134,281 pairs from IEDB. Task: Regression. Given a peptide amino acid sequence and an MHC pseudo amino acid sequence, predict their binding affinity value. This is MHC class II binding data. (1) The peptide sequence is GGVFHTMWHVTRGAF. The MHC is HLA-DQA10201-DQB10301 with pseudo-sequence HLA-DQA10201-DQB10301. The binding affinity (normalized) is 0.441. (2) The binding affinity (normalized) is 0.365. The MHC is DRB1_1302 with pseudo-sequence DRB1_1302. The peptide sequence is MANSRAFALVLLFCA. (3) The peptide sequence is LLEFAVVLELAILSI. The MHC is DRB1_0401 with pseudo-sequence DRB1_0401. The binding affinity (normalized) is 0.327. (4) The peptide sequence is IQSIPFVHLGHRDNI. The MHC is DRB1_1101 with pseudo-sequence DRB1_1101. The binding affinity (normalized) is 0.705. (5) The peptide sequence is RVLDTVEKWLACGVD. The MHC is DRB3_0101 with pseudo-sequence DRB3_0101. The binding affinity (normalized) is 0.428. (6) The peptide sequence is PALLALLALPALLLL. The MHC is HLA-DQA10301-DQB10302 with pseudo-sequence HLA-DQA10301-DQB10302. The binding affinity (normalized) is 0.406. (7) The peptide sequence is YDKFLANVSTVYTGK. The MHC is DRB1_0401 with pseudo-sequence DRB1_0401. The binding affinity (normalized) is 0.158.